From a dataset of NCI-60 drug combinations with 297,098 pairs across 59 cell lines. Regression. Given two drug SMILES strings and cell line genomic features, predict the synergy score measuring deviation from expected non-interaction effect. (1) Synergy scores: CSS=30.5, Synergy_ZIP=5.42, Synergy_Bliss=2.44, Synergy_Loewe=-43.5, Synergy_HSA=-1.05. Cell line: BT-549. Drug 2: CC1=C2C(C(=O)C3(C(CC4C(C3C(C(C2(C)C)(CC1OC(=O)C(C(C5=CC=CC=C5)NC(=O)OC(C)(C)C)O)O)OC(=O)C6=CC=CC=C6)(CO4)OC(=O)C)O)C)O. Drug 1: C1CCN(CC1)CCOC2=CC=C(C=C2)C(=O)C3=C(SC4=C3C=CC(=C4)O)C5=CC=C(C=C5)O. (2) Cell line: OVCAR-4. Synergy scores: CSS=39.9, Synergy_ZIP=-5.75, Synergy_Bliss=-0.0242, Synergy_Loewe=3.76, Synergy_HSA=5.49. Drug 2: CC1C(C(CC(O1)OC2CC(CC3=C2C(=C4C(=C3O)C(=O)C5=CC=CC=C5C4=O)O)(C(=O)C)O)N)O. Drug 1: C1=C(C(=O)NC(=O)N1)N(CCCl)CCCl. (3) Drug 1: CS(=O)(=O)C1=CC(=C(C=C1)C(=O)NC2=CC(=C(C=C2)Cl)C3=CC=CC=N3)Cl. Synergy scores: CSS=53.7, Synergy_ZIP=16.3, Synergy_Bliss=16.6, Synergy_Loewe=-14.1, Synergy_HSA=17.0. Drug 2: CC1C(C(CC(O1)OC2CC(CC3=C2C(=C4C(=C3O)C(=O)C5=C(C4=O)C(=CC=C5)OC)O)(C(=O)C)O)N)O.Cl. Cell line: NCI-H460.